From a dataset of Forward reaction prediction with 1.9M reactions from USPTO patents (1976-2016). Predict the product of the given reaction. The product is: [CH3:1][O:2][C:3]1[CH:4]=[C:5]2[C:10](=[CH:11][C:12]=1[O:13][CH3:14])[N:9]=[CH:8][CH:7]=[C:6]2[O:15][C:16]1[CH:22]=[CH:21][C:19]([NH:20][C:41](=[O:47])[O:42][CH2:43][C:36]2[CH:35]=[C:57]([O:59][CH3:60])[CH:56]=[CH:53][C:54]=2[O:55][CH3:23])=[CH:18][CH:17]=1. Given the reactants [CH3:1][O:2][C:3]1[CH:4]=[C:5]2[C:10](=[CH:11][C:12]=1[O:13][CH3:14])[N:9]=[CH:8][CH:7]=[C:6]2[O:15][C:16]1[CH:22]=[CH:21][C:19]([NH2:20])=[CH:18][CH:17]=1.[C:23]1(C)C=CC=CC=1.C(N([CH2:35][CH3:36])CC)C.ClC(Cl)(O[C:41](=[O:47])[O:42][C:43](Cl)(Cl)Cl)Cl.COC1C=[C:53]([CH:56]=[C:57]([O:59][CH3:60])C=1)[CH2:54][OH:55], predict the reaction product.